Dataset: Catalyst prediction with 721,799 reactions and 888 catalyst types from USPTO. Task: Predict which catalyst facilitates the given reaction. (1) Reactant: CN(C(ON1N=NC2C=CC=NC1=2)=[N+](C)C)C.F[P-](F)(F)(F)(F)F.[CH3:25][O:26][C@:27]1([C:36]2[CH:45]=[CH:44][C:43]3[C:38](=[CH:39][C:40]([CH:48]=[CH2:49])=[C:41]([O:46][CH3:47])[CH:42]=3)[CH:37]=2)[CH2:31][NH:30][C@H:29]([C:32]([O:34][CH3:35])=[O:33])[CH2:28]1.[CH2:50]([C:53]1([CH2:56][CH2:57][O:58][C:59]([NH:61][C@@H:62]([C:66]([CH3:69])([CH3:68])[CH3:67])[C:63](O)=[O:64])=[O:60])[CH2:55][CH2:54]1)[CH:51]=[CH2:52]. Product: [CH2:50]([C:53]1([CH2:56][CH2:57][O:58][C:59]([NH:61][C@@H:62]([C:66]([CH3:69])([CH3:68])[CH3:67])[C:63]([N:30]2[CH2:31][C@:27]([O:26][CH3:25])([C:36]3[CH:45]=[CH:44][C:43]4[C:38](=[CH:39][C:40]([CH:48]=[CH2:49])=[C:41]([O:46][CH3:47])[CH:42]=4)[CH:37]=3)[CH2:28][C@H:29]2[C:32]([O:34][CH3:35])=[O:33])=[O:64])=[O:60])[CH2:54][CH2:55]1)[CH:51]=[CH2:52]. The catalyst class is: 2. (2) Reactant: [OH:1][C:2]1[C:3](=[O:16])[NH:4][C:5](/[CH:8]=[CH:9]/[C:10]2[CH:15]=[CH:14][CH:13]=[CH:12][CH:11]=2)=[N:6][CH:7]=1.[H-].[Na+].Br[CH2:20][CH2:21]Br. Product: [CH:8](/[C:5]1[N:6]=[CH:7][C:2]2[O:1][CH2:21][CH2:20][O:16][C:3]=2[N:4]=1)=[CH:9]\[C:10]1[CH:11]=[CH:12][CH:13]=[CH:14][CH:15]=1. The catalyst class is: 9. (3) Reactant: [CH2:1]([C@H:4]1[CH2:8][C@H:7]([C:9]2[CH:14]=[CH:13][C:12]([F:15])=[C:11]([CH3:16])[CH:10]=2)[O:6][C:5]1=[O:17])[CH:2]=[CH2:3].[OH-:18].[K+].Cl. Product: [F:15][C:12]1[CH:13]=[CH:14][C:9]([C@H:7]([OH:6])[CH2:8][C@H:4]([CH2:1][CH:2]=[CH2:3])[C:5]([OH:17])=[O:18])=[CH:10][C:11]=1[CH3:16]. The catalyst class is: 12. (4) Reactant: [CH3:1][C:2]1[C:10]2[C:9]([CH2:11][CH:12]3[N:16]4[CH:17]=[CH:18][CH:19]=[CH:20][C:15]4=[N:14][C:13]3=[S:21])=[CH:8][S:7][C:6]=2[CH:5]=[CH:4][CH:3]=1.Br[CH2:23][CH2:24][CH2:25][C:26]([O:28][CH3:29])=[O:27].C(=O)([O-])[O-].[K+].[K+]. Product: [CH3:29][O:28][C:26](=[O:27])[CH2:25][CH2:24][CH2:23][S:21][C:13]1[N:14]=[C:15]2[CH:20]=[CH:19][CH:18]=[CH:17][N:16]2[C:12]=1[CH2:11][C:9]1[C:10]2[C:2]([CH3:1])=[CH:3][CH:4]=[CH:5][C:6]=2[S:7][CH:8]=1. The catalyst class is: 18. (5) Reactant: [CH3:1][C:2]1[N:7]=[C:6]([C:8]#[C:9][C:10]2[CH2:15][CH2:14][CH2:13][C:12](=O)[CH:11]=2)[CH:5]=[CH:4][CH:3]=1.Cl.[NH2:18][OH:19]. Product: [CH3:1][C:2]1[N:7]=[C:6]([C:8]#[C:9][C:10]2[CH2:15][CH2:14][CH2:13][C:12](=[N:18][OH:19])[CH:11]=2)[CH:5]=[CH:4][CH:3]=1. The catalyst class is: 17.